Dataset: Reaction yield outcomes from USPTO patents with 853,638 reactions. Task: Predict the reaction yield, written as a fraction of the theoretical maximum amount of product (1.0 means a 100% yield; for example, 0.34 means a 34% yield). (1) The reactants are [CH2:1]([NH:8][C:9](=[O:18])[CH2:10][C:11]1[CH:16]=[CH:15][C:14](Br)=[CH:13][N:12]=1)[C:2]1[CH:7]=[CH:6][CH:5]=[CH:4][CH:3]=1.CC1(C)C(C)(C)OB([C:27]2[CH:41]=[CH:40][C:30]([O:31][CH2:32][CH2:33][N:34]3[CH2:39][CH2:38][O:37][CH2:36][CH2:35]3)=[CH:29][CH:28]=2)O1.C(=O)([O-])[O-].[K+].[K+]. The catalyst is C(O)C. The product is [CH:5]1[CH:4]=[CH:3][C:2]([CH2:1][NH:8][C:9]([CH2:10][C:11]2[CH:16]=[CH:15][C:14]([C:27]3[CH:28]=[CH:29][C:30]([O:31][CH2:32][CH2:33][N:34]4[CH2:35][CH2:36][O:37][CH2:38][CH2:39]4)=[CH:40][CH:41]=3)=[CH:13][N:12]=2)=[O:18])=[CH:7][CH:6]=1. The yield is 0.790. (2) The yield is 0.540. The catalyst is C1COCC1.C(Cl)Cl. The product is [C:1]([O:5][C:6](=[O:16])[NH:7][CH2:8][CH2:9][N:10]1[C:11]([CH3:13])([CH3:12])[CH2:14][NH:15][C:24]1=[O:25])([CH3:4])([CH3:2])[CH3:3]. The reactants are [C:1]([O:5][C:6](=[O:16])[NH:7][CH2:8][CH2:9][NH:10][C:11]([C:14]#[N:15])([CH3:13])[CH3:12])([CH3:4])([CH3:3])[CH3:2].[H-].[H-].[H-].[H-].[Li+].[Al+3].C[CH2:24][O:25]CC.CCN(C(C)C)C(C)C.ClC(OC1C=CC([N+]([O-])=O)=CC=1)=O. (3) The reactants are C(O[C:6](=O)[NH:7][CH:8]([C:12]1[NH:13][CH:14]=[C:15]([C:17]2[CH:22]=[CH:21][CH:20]=[CH:19][CH:18]=2)[N:16]=1)[CH:9]([CH3:11])[CH3:10])(C)(C)C.[H-].[H-].[H-].[H-].[Li+].[Al+3]. The catalyst is C1COCC1. The product is [CH3:6][NH:7][CH:8]([C:12]1[NH:13][CH:14]=[C:15]([C:17]2[CH:22]=[CH:21][CH:20]=[CH:19][CH:18]=2)[N:16]=1)[CH:9]([CH3:11])[CH3:10]. The yield is 0.840. (4) The reactants are [Br:1][C:2]1[CH:13]=[CH:12][C:5]([CH2:6]OCC(O)=O)=[CH:4][CH:3]=1.CS(O)(=O)=O.[C:19]([C:23]1[CH:34]=[CH:33][C:26]([CH2:27][N:28]([C:30]([NH2:32])=[O:31])[NH2:29])=[CH:25][CH:24]=1)([CH3:22])([CH3:21])[CH3:20].F[P-](F)(F)(F)(F)F.N1([O:51]C(N(C)C)=[N+](C)C)C2N=CC=CC=2N=N1.CCN(C(C)C)[CH:62]([CH3:64])[CH3:63]. The catalyst is CN(C=O)C. The product is [Br:1][C:2]1[CH:3]=[CH:4][C:5]([CH2:6][CH2:63][CH2:62][C:64]([NH:29][N:28]([CH2:27][C:26]2[CH:33]=[CH:34][C:23]([C:19]([CH3:22])([CH3:20])[CH3:21])=[CH:24][CH:25]=2)[C:30]([NH2:32])=[O:31])=[O:51])=[CH:12][CH:13]=1. The yield is 0.720. (5) The reactants are [CH3:1][O:2][C:3]([NH:5][C@H:6]([C:10]([OH:12])=O)[CH:7]([CH3:9])[CH3:8])=[O:4].CCN=C=NCCCN(C)C.C1C=CC2N(O)N=NC=2C=1.CN1CCOCC1.[CH2:41]([NH:48][NH2:49])[C:42]1[CH:47]=[CH:46][CH:45]=[CH:44][CH:43]=1.CCN(CC)CC. No catalyst specified. The product is [CH3:1][O:2][C:3](=[O:4])[NH:5][C@H:6]([C:10]([NH:49][NH:48][CH2:41][C:42]1[CH:47]=[CH:46][CH:45]=[CH:44][CH:43]=1)=[O:12])[CH:7]([CH3:9])[CH3:8]. The yield is 0.650. (6) The reactants are [Cl:1][C:2]1[C:3]([O:12][C:13]2[CH:18]=[C:17]([O:19][CH2:20][CH2:21][O:22][CH3:23])[CH:16]=[CH:15][C:14]=2[CH2:24][OH:25])=[N:4][CH:5]=[C:6]([C:8]([F:11])([F:10])[F:9])[CH:7]=1.Cl[S:27]([N:30]=[C:31]=[O:32])(=[O:29])=[O:28].[CH2:33]([NH2:38])[CH2:34][CH2:35][CH2:36][CH3:37].Cl. The catalyst is C1(C)C=CC=CC=1.O1CCCC1.C(OCC)(=O)C.N1C=CC=CC=1. The product is [CH2:33]([NH:38][S:27]([NH:30][C:31](=[O:32])[O:25][CH2:24][C:14]1[CH:15]=[CH:16][C:17]([O:19][CH2:20][CH2:21][O:22][CH3:23])=[CH:18][C:13]=1[O:12][C:3]1[C:2]([Cl:1])=[CH:7][C:6]([C:8]([F:9])([F:11])[F:10])=[CH:5][N:4]=1)(=[O:29])=[O:28])[CH2:34][CH2:35][CH2:36][CH3:37]. The yield is 0.0400.